Dataset: NCI-60 drug combinations with 297,098 pairs across 59 cell lines. Task: Regression. Given two drug SMILES strings and cell line genomic features, predict the synergy score measuring deviation from expected non-interaction effect. (1) Drug 1: CN(C)C1=NC(=NC(=N1)N(C)C)N(C)C. Drug 2: CC1=CC=C(C=C1)C2=CC(=NN2C3=CC=C(C=C3)S(=O)(=O)N)C(F)(F)F. Cell line: CAKI-1. Synergy scores: CSS=-2.08, Synergy_ZIP=-1.32, Synergy_Bliss=-5.90, Synergy_Loewe=-2.90, Synergy_HSA=-4.21. (2) Drug 2: C1C(C(OC1N2C=NC(=NC2=O)N)CO)O. Drug 1: CC(C)(C#N)C1=CC(=CC(=C1)CN2C=NC=N2)C(C)(C)C#N. Cell line: A549. Synergy scores: CSS=2.82, Synergy_ZIP=0.749, Synergy_Bliss=2.79, Synergy_Loewe=1.57, Synergy_HSA=1.32. (3) Drug 1: CCC1=C2CN3C(=CC4=C(C3=O)COC(=O)C4(CC)O)C2=NC5=C1C=C(C=C5)O. Drug 2: CS(=O)(=O)CCNCC1=CC=C(O1)C2=CC3=C(C=C2)N=CN=C3NC4=CC(=C(C=C4)OCC5=CC(=CC=C5)F)Cl. Cell line: HOP-92. Synergy scores: CSS=27.1, Synergy_ZIP=-3.20, Synergy_Bliss=1.85, Synergy_Loewe=5.41, Synergy_HSA=5.83. (4) Drug 1: C1CC2CC3=C(CC1C24CN(S(=O)(=O)N4)CC(F)(F)F)C=CC(=C3)C=CCN5CCC(CC5)C(F)(F)F. Drug 2: CN(CC1=CN=C2C(=N1)C(=NC(=N2)N)N)C3=CC=C(C=C3)C(=O)NC(CCC(=O)O)C(=O)O. Cell line: HT29. Synergy scores: CSS=72.4, Synergy_ZIP=-0.285, Synergy_Bliss=-1.49, Synergy_Loewe=-2.44, Synergy_HSA=1.50. (5) Drug 1: CN(CC1=CN=C2C(=N1)C(=NC(=N2)N)N)C3=CC=C(C=C3)C(=O)NC(CCC(=O)O)C(=O)O. Synergy scores: CSS=44.0, Synergy_ZIP=-0.761, Synergy_Bliss=-2.69, Synergy_Loewe=-62.6, Synergy_HSA=-5.06. Cell line: U251. Drug 2: C1CC(=O)NC(=O)C1N2C(=O)C3=CC=CC=C3C2=O. (6) Drug 1: CC12CCC(CC1=CCC3C2CCC4(C3CC=C4C5=CN=CC=C5)C)O. Drug 2: CC1=C(C=C(C=C1)C(=O)NC2=CC(=CC(=C2)C(F)(F)F)N3C=C(N=C3)C)NC4=NC=CC(=N4)C5=CN=CC=C5. Cell line: EKVX. Synergy scores: CSS=-6.13, Synergy_ZIP=1.31, Synergy_Bliss=-1.54, Synergy_Loewe=-5.00, Synergy_HSA=-5.48. (7) Drug 1: COC1=C(C=C2C(=C1)N=CN=C2NC3=CC(=C(C=C3)F)Cl)OCCCN4CCOCC4. Drug 2: C1CCC(C(C1)N)N.C(=O)(C(=O)[O-])[O-].[Pt+4]. Cell line: UACC-257. Synergy scores: CSS=21.1, Synergy_ZIP=1.44, Synergy_Bliss=9.98, Synergy_Loewe=9.89, Synergy_HSA=9.25. (8) Drug 1: COC1=C(C=C2C(=C1)N=CN=C2NC3=CC(=C(C=C3)F)Cl)OCCCN4CCOCC4. Drug 2: C1CC(=O)NC(=O)C1N2C(=O)C3=CC=CC=C3C2=O. Cell line: COLO 205. Synergy scores: CSS=5.69, Synergy_ZIP=-4.32, Synergy_Bliss=-3.61, Synergy_Loewe=-8.57, Synergy_HSA=-3.39.